Dataset: Catalyst prediction with 721,799 reactions and 888 catalyst types from USPTO. Task: Predict which catalyst facilitates the given reaction. (1) Reactant: [N:1]1[CH:6]=[CH:5][CH:4]=[C:3]([C:7]([CH:9]=O)=O)[CH:2]=1.C(=O)(O)O.[NH2:15][NH:16][C:17]([NH2:19])=[NH:18]. Product: [N:1]1[CH:6]=[CH:5][CH:4]=[C:3]([C:7]2[N:18]=[C:17]([NH2:19])[N:16]=[N:15][CH:9]=2)[CH:2]=1. The catalyst class is: 14. (2) Reactant: [CH3:1][N:2]1[C:10]2[CH2:9][CH2:8][CH2:7][C:6](=[CH:11][C:12]([O:14][CH2:15][CH3:16])=[O:13])[C:5]=2[CH:4]=[CH:3]1. Product: [CH3:1][N:2]1[C:10]2[CH2:9][CH2:8][CH2:7][CH:6]([CH2:11][C:12]([O:14][CH2:15][CH3:16])=[O:13])[C:5]=2[CH:4]=[CH:3]1. The catalyst class is: 256. (3) Reactant: O[CH2:2][C:3]1[CH:27]=[CH:26][C:6]([O:7][CH2:8][C:9]2[N:10]=[C:11]([N:15]3[CH2:20][CH2:19][CH:18]([C:21]([O:23][CH2:24][CH3:25])=[O:22])[CH2:17][CH2:16]3)[S:12][C:13]=2[CH3:14])=[C:5]([O:28][CH3:29])[CH:4]=1.S(Cl)([Cl:32])=O. Product: [Cl:32][CH2:2][C:3]1[CH:27]=[CH:26][C:6]([O:7][CH2:8][C:9]2[N:10]=[C:11]([N:15]3[CH2:20][CH2:19][CH:18]([C:21]([O:23][CH2:24][CH3:25])=[O:22])[CH2:17][CH2:16]3)[S:12][C:13]=2[CH3:14])=[C:5]([O:28][CH3:29])[CH:4]=1. The catalyst class is: 11.